Dataset: Forward reaction prediction with 1.9M reactions from USPTO patents (1976-2016). Task: Predict the product of the given reaction. (1) Given the reactants CS(C)=O.C(Cl)(=O)C(Cl)=O.[CH2:11]([N:13]([CH2:55][CH3:56])[C:14]1[CH:19]=[CH:18][C:17]([NH:20][C:21](=[O:35])[C:22]2[CH:34]=[CH:33][CH:32]=[C:24]([C:25]([N:27]([CH2:29][CH2:30][OH:31])[CH3:28])=[O:26])[CH:23]=2)=[C:16]([C:36]2[CH:41]=[C:40]([C:42](=[O:54])[NH:43][C@@H:44]3[C:53]4[C:48](=[CH:49][CH:50]=[CH:51][CH:52]=4)[CH2:47][CH2:46][CH2:45]3)[CH:39]=[CH:38][N:37]=2)[CH:15]=1)[CH3:12], predict the reaction product. The product is: [CH2:55]([N:13]([CH2:11][CH3:12])[C:14]1[CH:19]=[CH:18][C:17]([NH:20][C:21](=[O:35])[C:22]2[CH:34]=[CH:33][CH:32]=[C:24]([C:25]([N:27]([CH3:28])[CH2:29][CH:30]=[O:31])=[O:26])[CH:23]=2)=[C:16]([C:36]2[CH:41]=[C:40]([C:42](=[O:54])[NH:43][C@@H:44]3[C:53]4[C:48](=[CH:49][CH:50]=[CH:51][CH:52]=4)[CH2:47][CH2:46][CH2:45]3)[CH:39]=[CH:38][N:37]=2)[CH:15]=1)[CH3:56]. (2) Given the reactants [CH2:1]([N:8]([CH2:26][CH2:27][C:28]1[CH:33]=[CH:32][C:31](Br)=[CH:30][CH:29]=1)[CH2:9][C@H:10]([O:18][Si](C(C)(C)C)(C)C)[C:11]1[CH:16]=[CH:15][CH:14]=[C:13]([Cl:17])[CH:12]=1)[C:2]1[CH:7]=[CH:6][CH:5]=[CH:4][CH:3]=1.[Si]([O:42][C:43]1[CH:48]=[CH:47][C:46](B(O)O)=[CH:45][CH:44]=1)(C(C)(C)C)(C)C.C(=O)([O-])[O-].[Na+].[Na+], predict the reaction product. The product is: [CH2:1]([N:8]([CH2:26][CH2:27][C:28]1[CH:33]=[CH:32][C:31]([C:46]2[CH:45]=[CH:44][C:43]([OH:42])=[CH:48][CH:47]=2)=[CH:30][CH:29]=1)[CH2:9][C@@H:10]([C:11]1[CH:16]=[CH:15][CH:14]=[C:13]([Cl:17])[CH:12]=1)[OH:18])[C:2]1[CH:3]=[CH:4][CH:5]=[CH:6][CH:7]=1.